From a dataset of Full USPTO retrosynthesis dataset with 1.9M reactions from patents (1976-2016). Predict the reactants needed to synthesize the given product. (1) Given the product [F:16][C:2]([F:1])([C:9]1[CH:14]=[CH:13][C:12]([F:15])=[CH:11][CH:10]=1)[CH2:3][CH2:4][OH:5], predict the reactants needed to synthesize it. The reactants are: [F:1][C:2]([F:16])([C:9]1[CH:14]=[CH:13][C:12]([F:15])=[CH:11][CH:10]=1)[CH2:3][CH2:4][O:5]C(=O)C.[OH-].[Na+]. (2) Given the product [F:16][C:15]([F:18])([F:17])[O:14][C:11]1[CH:12]=[CH:13][C:8]([NH:7][C:5]([C:4]2[CH:3]=[C:2]([C:30]3[CH:31]=[C:32]([C:35]([O:37][CH3:38])=[O:36])[S:33][CH:34]=3)[CH:21]=[CH:20][CH:19]=2)=[O:6])=[CH:9][CH:10]=1, predict the reactants needed to synthesize it. The reactants are: Br[C:2]1[CH:3]=[C:4]([CH:19]=[CH:20][CH:21]=1)[C:5]([NH:7][C:8]1[CH:13]=[CH:12][C:11]([O:14][C:15]([F:18])([F:17])[F:16])=[CH:10][CH:9]=1)=[O:6].CC1(C)C(C)(C)OB([C:30]2[CH:31]=[C:32]([C:35]([O:37][CH3:38])=[O:36])[S:33][CH:34]=2)O1.C([O-])([O-])=O.[Na+].[Na+].